This data is from Catalyst prediction with 721,799 reactions and 888 catalyst types from USPTO. The task is: Predict which catalyst facilitates the given reaction. (1) Reactant: [F:1][C:2]([F:19])([O:7][C:8]1[CH:18]=[CH:17][C:11]([C:12](OCC)=[O:13])=[CH:10][CH:9]=1)[C:3]([F:6])([F:5])[F:4].O.[NH2:21][NH2:22]. Product: [F:1][C:2]([F:19])([O:7][C:8]1[CH:18]=[CH:17][C:11]([C:12]([NH:21][NH2:22])=[O:13])=[CH:10][CH:9]=1)[C:3]([F:6])([F:5])[F:4]. The catalyst class is: 14. (2) Reactant: [Cl:1][C:2]1[N:7]=[C:6]([O:8][C:9]2[CH:14]=[CH:13][C:12]([O:15][CH3:16])=[CH:11][CH:10]=2)[C:5]([NH2:17])=[CH:4][N:3]=1.[C:18]([N:25]1[CH2:31][CH2:30][CH2:29][C@H:26]1[CH:27]=O)([O:20][C:21]([CH3:24])([CH3:23])[CH3:22])=[O:19].C(O)(=O)C.[BH-](OC(C)=O)(OC(C)=O)OC(C)=O.[Na+]. Product: [C:21]([O:20][C:18]([N:25]1[CH2:31][CH2:30][CH2:29][C@H:26]1[CH2:27][NH:17][C:5]1[C:6]([O:8][C:9]2[CH:10]=[CH:11][C:12]([O:15][CH3:16])=[CH:13][CH:14]=2)=[N:7][C:2]([Cl:1])=[N:3][CH:4]=1)=[O:19])([CH3:24])([CH3:22])[CH3:23]. The catalyst class is: 279. (3) Reactant: [I-].[K+].[CH2:3]([C@:5]1([OH:37])[CH2:29][C@@H:9]2[CH2:10][CH2:11][CH2:12][C:13]3[C:14](=[CH:15][C:16]4[CH:17]=[N:18][N:19]([C:22]5[CH:27]=[CH:26][C:25]([F:28])=[CH:24][CH:23]=5)[C:20]=4[CH:21]=3)[C@:8]2([CH2:30][C:31]2[CH:36]=[CH:35][CH:34]=[CH:33][N:32]=2)[CH2:7][CH2:6]1)[CH3:4].[O:38](C(C)(C)C)O. Product: [CH2:3]([C@:5]1([OH:37])[CH2:29][C@@H:9]2[CH2:10][CH2:11][C:12](=[O:38])[C:13]3[C:14](=[CH:15][C:16]4[CH:17]=[N:18][N:19]([C:22]5[CH:23]=[CH:24][C:25]([F:28])=[CH:26][CH:27]=5)[C:20]=4[CH:21]=3)[C@:8]2([CH2:30][C:31]2[CH:36]=[CH:35][CH:34]=[CH:33][N:32]=2)[CH2:7][CH2:6]1)[CH3:4]. The catalyst class is: 23. (4) Reactant: [NH2:1][CH:2]([C@H:8]([CH3:16])[CH2:9][CH2:10][CH2:11][CH:12]([CH3:15])[CH:13]=[CH2:14])[C:3]([O:5][CH2:6][CH3:7])=[O:4].CCN(C(C)C)C(C)C.[CH3:26][C:27]([O:30][C:31](O[C:31]([O:30][C:27]([CH3:29])([CH3:28])[CH3:26])=[O:32])=[O:32])([CH3:29])[CH3:28]. Product: [C:27]([O:30][C:31]([NH:1][CH:2]([C@H:8]([CH3:16])[CH2:9][CH2:10][CH2:11][CH:12]([CH3:15])[CH:13]=[CH2:14])[C:3]([O:5][CH2:6][CH3:7])=[O:4])=[O:32])([CH3:29])([CH3:28])[CH3:26]. The catalyst class is: 2. (5) Reactant: [N:1]1[CH:6]=[CH:5][CH:4]=[N:3][C:2]=1[C:7]([O:9]CC)=O.O.[NH2:13][NH2:14]. Product: [N:3]1[CH:4]=[CH:5][CH:6]=[N:1][C:2]=1[C:7]([NH:13][NH2:14])=[O:9]. The catalyst class is: 8.